This data is from Full USPTO retrosynthesis dataset with 1.9M reactions from patents (1976-2016). The task is: Predict the reactants needed to synthesize the given product. (1) Given the product [OH:17][CH2:16][CH:4]1[N:5]([C:7]2[CH:8]=[CH:9][C:10]([N+:13]([O-:15])=[O:14])=[CH:11][CH:12]=2)[CH2:6][CH:2]([OH:1])[CH2:3]1, predict the reactants needed to synthesize it. The reactants are: [OH:1][CH:2]1[CH2:6][N:5]([C:7]2[CH:12]=[CH:11][C:10]([N+:13]([O-:15])=[O:14])=[CH:9][CH:8]=2)[CH:4]([C:16](O)=[O:17])[CH2:3]1.CO. (2) Given the product [NH:15]1[CH2:16][CH2:17][CH2:18][C@H:13]([NH:12][C:10]([C:9]2[CH:8]=[C:7]([N:26]3[CH2:27][CH2:28][CH2:29][CH2:30][CH2:31]3)[S:6][C:5]=2[NH:4][C:2]([NH2:1])=[O:3])=[O:11])[CH2:14]1, predict the reactants needed to synthesize it. The reactants are: [NH2:1][C:2]([NH:4][C:5]1[S:6][C:7]([N:26]2[CH2:31][CH2:30][CH2:29][CH2:28][CH2:27]2)=[CH:8][C:9]=1[C:10]([NH:12][C@H:13]1[CH2:18][CH2:17][CH2:16][N:15](C(OC(C)(C)C)=O)[CH2:14]1)=[O:11])=[O:3].Cl. (3) Given the product [ClH:26].[Cl:26][C:27]1[CH:32]=[CH:31][C:30]([F:33])=[CH:29][C:28]=1[S:34]([NH:1][C:2]1[CH:3]=[C:4]([O:11][C@@H:12]2[CH2:17][CH2:16][NH:15][CH2:14][C@H:13]2[F:25])[C:5]2[O:9][CH:8]=[CH:7][C:6]=2[CH:10]=1)(=[O:36])=[O:35], predict the reactants needed to synthesize it. The reactants are: [NH2:1][C:2]1[CH:3]=[C:4]([O:11][C@@H:12]2[CH2:17][CH2:16][N:15](C(OC(C)(C)C)=O)[CH2:14][C@H:13]2[F:25])[C:5]2[O:9][CH:8]=[CH:7][C:6]=2[CH:10]=1.[Cl:26][C:27]1[CH:32]=[CH:31][C:30]([F:33])=[CH:29][C:28]=1[S:34](Cl)(=[O:36])=[O:35]. (4) Given the product [CH3:12][C:13]1[C:18]([NH:19][C:20]([C:22]2[CH:23]=[CH:24][C:25]3[C@@:31]4([CH2:40][C:41]5[CH:46]=[CH:45][CH:44]=[CH:43][CH:42]=5)[CH2:32][CH2:33][C@:34]([OH:39])([C:36]#[C:1][CH3:2])[CH2:35][C@H:30]4[CH2:29][CH2:28][CH2:27][C:26]=3[CH:47]=2)=[O:21])=[CH:17][CH:16]=[CH:15][N:14]=1.[CH3:48][C:49]1[C:54]([NH:55][C:56]([C:58]2[CH:59]=[CH:60][C:61]3[C@:67]4([CH2:76][C:77]5[CH:82]=[CH:81][CH:80]=[CH:79][CH:78]=5)[CH2:68][CH2:69][C@@:70]([OH:75])([C:72]#[C:5][CH3:6])[CH2:71][C@@H:66]4[CH2:65][CH2:64][CH2:63][C:62]=3[CH:83]=2)=[O:57])=[CH:53][CH:52]=[CH:51][N:50]=1, predict the reactants needed to synthesize it. The reactants are: [CH:1]#[C:2]C.[Li+].[CH3:5][CH:6]([N-]C(C)C)C.[CH3:12][C:13]1[C:18]([NH:19][C:20]([C:22]2[CH:23]=[CH:24][C:25]3[C@@:31]4([CH2:40][C:41]5[CH:46]=[CH:45][CH:44]=[CH:43][CH:42]=5)[CH2:32][CH2:33][C@@:34]([OH:39])([CH2:36]OC)[CH2:35][C@H:30]4[CH2:29][CH2:28][CH2:27][C:26]=3[CH:47]=2)=[O:21])=[CH:17][CH:16]=[CH:15][N:14]=1.[CH3:48][C:49]1[C:54]([NH:55][C:56]([C:58]2[CH:59]=[CH:60][C:61]3[C@:67]4([CH2:76][C:77]5[CH:82]=[CH:81][CH:80]=[CH:79][CH:78]=5)[CH2:68][CH2:69][C@:70]([OH:75])([CH2:72]OC)[CH2:71][C@@H:66]4[CH2:65][CH2:64][CH2:63][C:62]=3[CH:83]=2)=[O:57])=[CH:53][CH:52]=[CH:51][N:50]=1. (5) Given the product [CH3:18][S:24][C:22]1[NH:29][N:28]=[C:8]([C:9]2[CH:14]=[CH:13][CH:12]=[CH:11][CH:10]=2)[C:7]=1[C:1]1[CH:6]=[CH:5][CH:4]=[CH:3][CH:2]=1, predict the reactants needed to synthesize it. The reactants are: [C:1]1([C:7](=O)[CH2:8][C:9]2[CH:14]=[CH:13][CH:12]=[CH:11][CH:10]=2)[CH:6]=[CH:5][CH:4]=[CH:3][CH:2]=1.O([C:18](C)(C)C)[K].[C:22](=[S:24])=S.IC.O.[NH2:28][NH2:29]. (6) Given the product [C:8]([C:4]1[CH:3]=[C:2]([NH:1][C:10](=[O:12])[CH3:11])[CH:7]=[CH:6][CH:5]=1)#[CH:9], predict the reactants needed to synthesize it. The reactants are: [NH2:1][C:2]1[CH:3]=[C:4]([C:8]#[CH:9])[CH:5]=[CH:6][CH:7]=1.[C:10](Cl)(=[O:12])[CH3:11].C(OC(C)C)(C)C.